This data is from Reaction yield outcomes from USPTO patents with 853,638 reactions. The task is: Predict the reaction yield, written as a fraction of the theoretical maximum amount of product (1.0 means a 100% yield; for example, 0.34 means a 34% yield). (1) The reactants are [CH2:1]([O:3][C:4]([C:6]1[S:10][C:9]([NH2:11])=[N:8][C:7]=1[CH3:12])=[O:5])[CH3:2].[CH3:13][S:14](Cl)(=[O:16])=[O:15]. The catalyst is ClCCl.N1C=CC=CC=1. The product is [CH2:1]([O:3][C:4]([C:6]1[S:10][C:9]([NH:11][S:14]([CH3:13])(=[O:16])=[O:15])=[N:8][C:7]=1[CH3:12])=[O:5])[CH3:2]. The yield is 0.870. (2) The reactants are [F:1][C:2]1[N:10]=[C:9]2[C:5]([N:6]=[CH:7][NH:8]2)=[C:4]([NH:11][CH2:12][C:13]2[CH:18]=CN=CC=2)[N:3]=1.C([O-])([O-])=O.[K+].[K+].Br[CH:26]([CH3:28])[CH3:27].C(Cl)(Cl)Cl.CO.[CH3:35][C:36]([N:38](C)C)=O. No catalyst specified. The product is [F:1][C:2]1[N:10]=[C:9]2[C:5]([N:6]=[CH:7][N:8]2[CH:26]([CH3:28])[CH3:27])=[C:4]([NH:11][C:12]2[CH:13]=[CH:18][N:38]=[CH:36][CH:35]=2)[N:3]=1. The yield is 0.570. (3) The reactants are Br[C:2]1[NH:3][C:4]2[C:9]([C:10]=1[CH:11]1[CH2:16][CH2:15][CH2:14][CH2:13][CH2:12]1)=[CH:8][CH:7]=[C:6]([C:17]([O:19][CH3:20])=[O:18])[CH:5]=2.[C:21]([O-:24])([O-])=[O:22].[Na+].[Na+].CC1(C)C(C)(C)OB([C:35]2[CH:40]=[CH:39][CH:38]=[CH:37][C:36]=2NC(=O)OC(C)(C)C)O1. The catalyst is C1(C)C=CC=CC=1.CCO.C1C=CC([P]([Pd]([P](C2C=CC=CC=2)(C2C=CC=CC=2)C2C=CC=CC=2)([P](C2C=CC=CC=2)(C2C=CC=CC=2)C2C=CC=CC=2)[P](C2C=CC=CC=2)(C2C=CC=CC=2)C2C=CC=CC=2)(C2C=CC=CC=2)C2C=CC=CC=2)=CC=1. The product is [C:6]([O:24][C:21]([C:35]1[CH:40]=[CH:39][CH:38]=[CH:37][C:36]=1[C:2]1[NH:3][C:4]2[C:9]([C:10]=1[CH:11]1[CH2:16][CH2:15][CH2:14][CH2:13][CH2:12]1)=[CH:8][CH:7]=[C:6]([C:17]([O:19][CH3:20])=[O:18])[CH:5]=2)=[O:22])([CH3:17])([CH3:7])[CH3:5]. The yield is 0.770. (4) The reactants are O[C:2]1([C:13]2[S:14][C:15]([C:18]3[CH:23]=[C:22]([NH:24][C:25]4[N:30]=[C:29]([C:31]([F:34])([F:33])[F:32])[CH:28]=[CH:27][N:26]=4)[CH:21]=[C:20]([CH3:35])[CH:19]=3)=[CH:16][N:17]=2)[CH2:7][CH2:6][CH:5]([C:8]([O:10][CH2:11][CH3:12])=[O:9])[CH2:4][CH2:3]1.CS(O)(=O)=O.O=P12OP3(OP(OP(O3)(O1)=O)(=O)O2)=O.C(=O)(O)[O-].[Na+]. No catalyst specified. The product is [CH3:35][C:20]1[CH:19]=[C:18]([C:15]2[S:14][C:13]([C:2]3[CH2:7][CH2:6][CH:5]([C:8]([O:10][CH2:11][CH3:12])=[O:9])[CH2:4][CH:3]=3)=[N:17][CH:16]=2)[CH:23]=[C:22]([NH:24][C:25]2[N:30]=[C:29]([C:31]([F:34])([F:33])[F:32])[CH:28]=[CH:27][N:26]=2)[CH:21]=1. The yield is 0.820. (5) The reactants are [C:1]([O:5][C:6](=[O:14])[NH:7][CH2:8][C:9]([CH3:13])([CH3:12])[CH2:10][OH:11])([CH3:4])([CH3:3])[CH3:2].N1C=CC=CC=1.[CH3:21][C:22]1[CH:27]=[CH:26][C:25]([S:28](Cl)(=[O:30])=[O:29])=[CH:24][CH:23]=1. The catalyst is ClCCl. The product is [C:1]([O:5][C:6]([NH:7][CH2:8][C:9]([CH3:13])([CH3:12])[CH2:10][O:11][S:28]([C:25]1[CH:26]=[CH:27][C:22]([CH3:21])=[CH:23][CH:24]=1)(=[O:30])=[O:29])=[O:14])([CH3:4])([CH3:2])[CH3:3]. The yield is 0.910.